This data is from NCI-60 drug combinations with 297,098 pairs across 59 cell lines. The task is: Regression. Given two drug SMILES strings and cell line genomic features, predict the synergy score measuring deviation from expected non-interaction effect. (1) Drug 1: C1CN1P(=S)(N2CC2)N3CC3. Drug 2: C1CNP(=O)(OC1)N(CCCl)CCCl. Cell line: SW-620. Synergy scores: CSS=10.4, Synergy_ZIP=-1.28, Synergy_Bliss=1.67, Synergy_Loewe=-11.5, Synergy_HSA=1.32. (2) Drug 1: C1CC(C1)(C(=O)O)C(=O)O.[NH2-].[NH2-].[Pt+2]. Drug 2: B(C(CC(C)C)NC(=O)C(CC1=CC=CC=C1)NC(=O)C2=NC=CN=C2)(O)O. Cell line: HCT-15. Synergy scores: CSS=33.1, Synergy_ZIP=-1.45, Synergy_Bliss=-3.58, Synergy_Loewe=-26.5, Synergy_HSA=-6.00. (3) Drug 1: C1CC(=O)NC(=O)C1N2CC3=C(C2=O)C=CC=C3N. Drug 2: C1CC(=O)NC(=O)C1N2C(=O)C3=CC=CC=C3C2=O. Cell line: SK-MEL-5. Synergy scores: CSS=1.79, Synergy_ZIP=0.948, Synergy_Bliss=1.46, Synergy_Loewe=1.84, Synergy_HSA=1.01. (4) Cell line: RPMI-8226. Drug 1: CC12CCC3C(C1CCC2=O)CC(=C)C4=CC(=O)C=CC34C. Synergy scores: CSS=15.3, Synergy_ZIP=0.920, Synergy_Bliss=0.873, Synergy_Loewe=-21.1, Synergy_HSA=-1.84. Drug 2: CN1C2=C(C=C(C=C2)N(CCCl)CCCl)N=C1CCCC(=O)O.Cl.